From a dataset of Reaction yield outcomes from USPTO patents with 853,638 reactions. Predict the reaction yield, written as a fraction of the theoretical maximum amount of product (1.0 means a 100% yield; for example, 0.34 means a 34% yield). (1) The reactants are [OH:1][C@@H:2]1[C@H:7]([NH:8][C:9](=[O:15])[O:10][C:11]([CH3:14])([CH3:13])[CH3:12])[CH:6]=[C:5]([C:16]2[CH:21]=[CH:20][N:19]=[CH:18][C:17]=2[N+:22]([O-:24])=[O:23])[CH2:4][C@@H:3]1[CH3:25].I[CH2:27][CH3:28]. The catalyst is C1COCC1.[Ag]=O. The product is [CH2:27]([O:1][C@@H:2]1[C@H:7]([NH:8][C:9](=[O:15])[O:10][C:11]([CH3:12])([CH3:13])[CH3:14])[CH:6]=[C:5]([C:16]2[CH:21]=[CH:20][N:19]=[CH:18][C:17]=2[N+:22]([O-:24])=[O:23])[CH2:4][C@@H:3]1[CH3:25])[CH3:28]. The yield is 0.310. (2) The reactants are [CH2:1]([O:8][C:9]1[CH:21]=[C:20]2[C:12]([C:13]3[CH:14]=[CH:15][C:16]([N:22]([CH3:25])[CH:23]=[O:24])=[CH:17][C:18]=3[NH:19]2)=[CH:11][CH:10]=1)[C:2]1[CH:7]=[CH:6][CH:5]=[CH:4][CH:3]=1.[H-].[Na+].[C:28](=O)([O:34]C1C=CC=CC=1)[O:29][C:30]([CH3:33])([CH3:32])[CH3:31]. The catalyst is C1COCC1. The product is [CH2:1]([O:8][C:9]1[CH:10]=[CH:11][C:12]2[C:13]3[C:18](=[CH:17][C:16]([N:22]([CH3:25])[CH:23]=[O:24])=[CH:15][CH:14]=3)[N:19]([C:28]([O:29][C:30]([CH3:33])([CH3:32])[CH3:31])=[O:34])[C:20]=2[CH:21]=1)[C:2]1[CH:3]=[CH:4][CH:5]=[CH:6][CH:7]=1. The yield is 0.660. (3) The reactants are [N:1]1([CH2:7][CH2:8][NH:9][C:10](=[O:16])[O:11][C:12]([CH3:15])([CH3:14])[CH3:13])[CH2:6][CH2:5][NH:4][CH2:3][CH2:2]1.Cl[CH2:18][C:19]([CH3:22])([OH:21])[CH3:20].C([O-])([O-])=O.[K+].[K+].[Na+].[I-]. The catalyst is CN(C=O)C.O. The product is [OH:21][C:19]([CH3:22])([CH3:20])[CH2:18][N:4]1[CH2:3][CH2:2][N:1]([CH2:7][CH2:8][NH:9][C:10](=[O:16])[O:11][C:12]([CH3:13])([CH3:15])[CH3:14])[CH2:6][CH2:5]1. The yield is 0.730. (4) The reactants are [CH2:1]=[C:2]1[CH2:7][CH2:6][N:5]([C:8]([O:10][C:11]([CH3:14])([CH3:13])[CH3:12])=[O:9])[CH:4]([C:15]2[CH:20]=[CH:19][CH:18]=[CH:17][CH:16]=2)[CH2:3]1.B.[O:22]1CCCC1.[OH-].[Na+].OO. The catalyst is O1CCCC1.O. The product is [OH:22][CH2:1][CH:2]1[CH2:7][CH2:6][N:5]([C:8]([O:10][C:11]([CH3:14])([CH3:12])[CH3:13])=[O:9])[CH:4]([C:15]2[CH:20]=[CH:19][CH:18]=[CH:17][CH:16]=2)[CH2:3]1. The yield is 0.790.